From a dataset of Catalyst prediction with 721,799 reactions and 888 catalyst types from USPTO. Predict which catalyst facilitates the given reaction. Reactant: C([O-])([O-])=O.[K+].[K+].[CH3:7][O:8][C:9]1[N:10]=[C:11]2[C:16](=[CH:17][CH:18]=1)[N:15]=[CH:14][CH:13]=[C:12]2[OH:19].Br[CH2:21][C:22]([O:24]CC)=[O:23].[OH-].[Na+]. Product: [CH3:7][O:8][C:9]1[N:10]=[C:11]2[C:16](=[CH:17][CH:18]=1)[N:15]=[CH:14][CH:13]=[C:12]2[O:19][CH2:21][C:22]([OH:24])=[O:23]. The catalyst class is: 16.